This data is from Reaction yield outcomes from USPTO patents with 853,638 reactions. The task is: Predict the reaction yield, written as a fraction of the theoretical maximum amount of product (1.0 means a 100% yield; for example, 0.34 means a 34% yield). (1) The reactants are [CH:1]1([N:4]2[CH2:13][C:12]3[C:7](=[CH:8][CH:9]=[CH:10][CH:11]=3)[N:6]([CH2:14][C:15]3[N:19]([CH2:20][CH2:21][CH:22]([CH3:24])[CH3:23])[C:18]4[CH:25]=[CH:26][C:27]([CH2:29][NH:30]C(=O)OC(C)(C)C)=[CH:28][C:17]=4[N:16]=3)[C:5]2=[O:38])[CH2:3][CH2:2]1.Cl. The catalyst is C(Cl)Cl.O1CCOCC1. The product is [NH2:30][CH2:29][C:27]1[CH:26]=[CH:25][C:18]2[N:19]([CH2:20][CH2:21][CH:22]([CH3:23])[CH3:24])[C:15]([CH2:14][N:6]3[C:7]4[C:12](=[CH:11][CH:10]=[CH:9][CH:8]=4)[CH2:13][N:4]([CH:1]4[CH2:2][CH2:3]4)[C:5]3=[O:38])=[N:16][C:17]=2[CH:28]=1. The yield is 0.710. (2) The reactants are C[O:2][C:3]([C:5]1[C:20]([NH:21][C:22]2[CH:27]=[CH:26][C:25]([Br:28])=[CH:24][C:23]=2[Cl:29])=[C:19]([F:30])[C:8]2[N:9]=[CH:10][N:11]([CH2:12][CH:13]3[CH2:18][CH2:17][CH2:16][CH2:15][O:14]3)[C:7]=2[CH:6]=1)=[O:4].O1CCCC1.O.[Li+].[OH-]. The catalyst is O.Cl.C(OCC)(=O)C.O1CCCC1. The product is [Br:28][C:25]1[CH:26]=[CH:27][C:22]([NH:21][C:20]2[C:5]([C:3]([OH:4])=[O:2])=[CH:6][C:7]3[N:11]([CH2:12][CH:13]4[CH2:18][CH2:17][CH2:16][CH2:15][O:14]4)[CH:10]=[N:9][C:8]=3[C:19]=2[F:30])=[C:23]([Cl:29])[CH:24]=1. The yield is 1.00. (3) The reactants are Cl[C:2]1[CH:7]=[C:6]([O:8][C:9]2[CH:14]=[CH:13][CH:12]=[C:11]([O:15][CH3:16])[CH:10]=2)[CH:5]=[CH:4][N:3]=1.[CH3:17][C:18]1[N:19]=[C:20]([NH2:23])[S:21][CH:22]=1.P([O-])([O-])([O-])=O.[K+].[K+].[K+].O. The catalyst is C1(C)C=CC=CC=1.C1C=CC(/C=C/C(/C=C/C2C=CC=CC=2)=O)=CC=1.C1C=CC(/C=C/C(/C=C/C2C=CC=CC=2)=O)=CC=1.C1C=CC(/C=C/C(/C=C/C2C=CC=CC=2)=O)=CC=1.[Pd].[Pd].C1(P(C2C=CC=CC=2)C2C3OC4C(=CC=CC=4P(C4C=CC=CC=4)C4C=CC=CC=4)C(C)(C)C=3C=CC=2)C=CC=CC=1. The product is [CH3:16][O:15][C:11]1[CH:10]=[C:9]([CH:14]=[CH:13][CH:12]=1)[O:8][C:6]1[CH:5]=[CH:4][N:3]=[C:2]([NH:23][C:20]2[S:21][CH:22]=[C:18]([CH3:17])[N:19]=2)[CH:7]=1. The yield is 0.887. (4) The reactants are Br[C:2]1[CH:7]=[CH:6][C:5]([F:8])=[CH:4][C:3]=1[O:9][CH3:10].[C:11]([Cu])#[N:12].[NH4+].[OH-]. The catalyst is CN1CCCC1=O. The product is [F:8][C:5]1[CH:6]=[CH:7][C:2]([C:11]#[N:12])=[C:3]([O:9][CH3:10])[CH:4]=1. The yield is 0.850. (5) The reactants are [C:1]1([C:7]2[N:15]3[C:10]([CH:11]=[CH:12][CH:13]=[CH:14]3)=[CH:9][C:8]=2[CH:16](O)[CH3:17])[CH:6]=[CH:5][CH:4]=[CH:3][CH:2]=1.C1C=CC(P([N:33]=[N+:34]=[N-:35])(C2C=CC=CC=2)=O)=CC=1.C1CCN2C(=NCCC2)CC1. The catalyst is C1COCC1. The product is [N:33]([CH:16]([C:8]1[CH:9]=[C:10]2[N:15]([C:7]=1[C:1]1[CH:6]=[CH:5][CH:4]=[CH:3][CH:2]=1)[CH:14]=[CH:13][CH:12]=[CH:11]2)[CH3:17])=[N+:34]=[N-:35]. The yield is 0.560. (6) The reactants are [N+:1]([C:4]1[CH:17]=[CH:16][C:7]([O:8][C:9]2[CH:10]=[C:11]([CH:13]=[CH:14][CH:15]=2)[NH2:12])=[CH:6][CH:5]=1)([O-:3])=[O:2].[F:18][C:19]([F:30])([F:29])[C:20](O[C:20](=[O:21])[C:19]([F:30])([F:29])[F:18])=[O:21].O.C(OCC)(=O)C. The catalyst is O1CCCC1. The product is [F:18][C:19]([F:30])([F:29])[C:20]([NH:12][C:11]1[CH:13]=[CH:14][CH:15]=[C:9]([O:8][C:7]2[CH:16]=[CH:17][C:4]([N+:1]([O-:3])=[O:2])=[CH:5][CH:6]=2)[CH:10]=1)=[O:21]. The yield is 0.810.